Dataset: Catalyst prediction with 721,799 reactions and 888 catalyst types from USPTO. Task: Predict which catalyst facilitates the given reaction. (1) Reactant: [CH3:1][PH:2](=[O:6])[O:3][CH2:4][CH3:5].[Cl:7][C:8]1[CH:13]=[C:12]([N+:14]([O-:16])=[O:15])[CH:11]=[CH:10][C:9]=1I.CCN(C(C)C)C(C)C. Product: [Cl:7][C:8]1[CH:13]=[C:12]([N+:14]([O-:16])=[O:15])[CH:11]=[CH:10][C:9]=1[P:2]([CH3:1])(=[O:6])[O:3][CH2:4][CH3:5]. The catalyst class is: 308. (2) Reactant: [C:1]([C:3]1[CH:4]=[C:5]([NH:9][C:10]2[C:19]3[C:14](=[CH:15][C:16]([O:21][CH3:22])=[C:17]([OH:20])[CH:18]=3)[N:13]=[CH:12][N:11]=2)[CH:6]=[CH:7][CH:8]=1)#[CH:2].CS(O[CH2:28][CH2:29][O:30][CH3:31])(=O)=O.C(=O)([O-])[O-].[Cs+].[Cs+].O. Product: [C:1]([C:3]1[CH:4]=[C:5]([NH:9][C:10]2[C:19]3[C:14](=[CH:15][C:16]([O:21][CH3:22])=[C:17]([O:20][CH2:28][CH2:29][O:30][CH3:31])[CH:18]=3)[N:13]=[CH:12][N:11]=2)[CH:6]=[CH:7][CH:8]=1)#[CH:2]. The catalyst class is: 3. (3) Reactant: Br[C:2]1[C:3]2[CH:15]=[CH:14][CH:13]=[CH:12][C:4]=2[S:5][C:6]=1[CH2:7][CH2:8][N:9]([CH3:11])[CH3:10].CN(C)CCN(C)C.[Li]CCCC.[CH3:29][C:30](OC(C)=O)=[O:31]. Product: [CH3:10][N:9]([CH3:11])[CH2:8][CH2:7][C:6]1[S:5][C:4]2[CH:12]=[CH:13][CH:14]=[CH:15][C:3]=2[C:2]=1[C:30](=[O:31])[CH3:29]. The catalyst class is: 11. (4) Reactant: [CH3:1][C:2]1([CH3:21])[C:6]([CH3:8])([CH3:7])[O:5][B:4]([C:9]2[CH:14]=[CH:13][C:12]([N:15]3[CH2:20][CH2:19][NH:18][CH2:17][CH2:16]3)=[CH:11][CH:10]=2)[O:3]1.Br[CH2:23][CH2:24][O:25][Si:26]([C:29]([CH3:32])([CH3:31])[CH3:30])([CH3:28])[CH3:27].C(=O)([O-])[O-].[Cs+].[Cs+]. Product: [Si:26]([O:25][CH2:24][CH2:23][N:18]1[CH2:17][CH2:16][N:15]([C:12]2[CH:11]=[CH:10][C:9]([B:4]3[O:3][C:2]([CH3:21])([CH3:1])[C:6]([CH3:7])([CH3:8])[O:5]3)=[CH:14][CH:13]=2)[CH2:20][CH2:19]1)([C:29]([CH3:32])([CH3:31])[CH3:30])([CH3:28])[CH3:27]. The catalyst class is: 10. (5) Reactant: C1(S([N:10]2[C:14]3=[N:15][CH:16]=[CH:17][CH:18]=[C:13]3[C:12]([C:19]3[CH:28]=[C:27]4[C:22]([CH2:23][CH2:24][CH2:25][CH:26]4[NH:29][C:30]([C:32]4[C:33](=[O:47])[N:34]([CH2:38][C:39]5[CH:44]=[CH:43][C:42]([F:45])=[C:41]([F:46])[CH:40]=5)[CH:35]=[CH:36][CH:37]=4)=[O:31])=[CH:21][CH:20]=3)=[CH:11]2)(=O)=O)C=CC=CC=1.C(Cl)Cl. Product: [NH:10]1[C:14]2=[N:15][CH:16]=[CH:17][CH:18]=[C:13]2[C:12]([C:19]2[CH:28]=[C:27]3[C:22]([CH2:23][CH2:24][CH2:25][CH:26]3[NH:29][C:30]([C:32]3[C:33](=[O:47])[N:34]([CH2:38][C:39]4[CH:44]=[CH:43][C:42]([F:45])=[C:41]([F:46])[CH:40]=4)[CH:35]=[CH:36][CH:37]=3)=[O:31])=[CH:21][CH:20]=2)=[CH:11]1. The catalyst class is: 779. (6) Reactant: [C:1]([C:3]1[CH:4]=[C:5]([CH2:9][NH:10]C(=O)OC(C)(C)C)[CH:6]=[N:7][CH:8]=1)#[N:2]. Product: [NH2:10][CH2:9][C:5]1[CH:6]=[N:7][CH:8]=[C:3]([CH:4]=1)[C:1]#[N:2]. The catalyst class is: 157.